Dataset: Reaction yield outcomes from USPTO patents with 853,638 reactions. Task: Predict the reaction yield, written as a fraction of the theoretical maximum amount of product (1.0 means a 100% yield; for example, 0.34 means a 34% yield). (1) The reactants are [C:1]([O:4][C@H:5]1[C@@H:18]([O:19][C:20](=[O:22])[CH3:21])[C@H:17]([O:23][C:24](=[O:26])[CH3:25])[C@@H:16]([CH2:27][O:28][C:29](=[O:31])[CH3:30])[O:15][C@@H:6]1[O:7][C:8]1[CH:13]=[CH:12][C:11]([I:14])=[CH:10][CH:9]=1)(=[O:3])[CH3:2].[Cl:32]C(Cl)(Cl)C(=N)O[C@H]1O[C@H](COC(=O)C)[C@@H](OC(=O)C)[C@H](OC(=O)C)[C@@H]1OC(=O)C.ClC1C=C(I)C=CC=1O.[Si](OS(C(F)(F)F)(=O)=O)(C)(C)C. No catalyst specified. The product is [C:1]([O:4][C@H:5]1[C@@H:18]([O:19][C:20](=[O:22])[CH3:21])[C@H:17]([O:23][C:24](=[O:26])[CH3:25])[C@@H:16]([CH2:27][O:28][C:29](=[O:31])[CH3:30])[O:15][C@@H:6]1[O:7][C:8]1[CH:13]=[CH:12][C:11]([I:14])=[CH:10][C:9]=1[Cl:32])(=[O:3])[CH3:2]. The yield is 0.730. (2) The reactants are Cl[C:2]1[C:3]2[C@H:10]([CH3:11])[CH2:9][CH2:8][C:4]=2[N:5]=[CH:6][N:7]=1.[CH3:12][C@@H:13]1[NH:18][CH2:17][CH2:16][N:15]([C:19]([O:21][C:22]([CH3:25])([CH3:24])[CH3:23])=[O:20])[CH2:14]1.C(N(C(C)C)CC)(C)C. The catalyst is CN1C(=O)CCC1.C(OCC)(=O)C. The product is [CH3:12][C@@H:13]1[N:18]([C:2]2[C:3]3[C@H:10]([CH3:11])[CH2:9][CH2:8][C:4]=3[N:5]=[CH:6][N:7]=2)[CH2:17][CH2:16][N:15]([C:19]([O:21][C:22]([CH3:23])([CH3:25])[CH3:24])=[O:20])[CH2:14]1. The yield is 0.190. (3) The reactants are [CH3:1][O:2][C:3]1[C:11]([O:12]C)=[CH:10][C:6]([C:7]([OH:9])=[O:8])=[C:5]([N+:14]([O-:16])=[O:15])[CH:4]=1.Cl. The catalyst is [OH-].[K+]. The product is [OH:12][C:11]1[C:3]([O:2][CH3:1])=[CH:4][C:5]([N+:14]([O-:16])=[O:15])=[C:6]([CH:10]=1)[C:7]([OH:9])=[O:8]. The yield is 0.950. (4) The reactants are [Cl:1][C:2]1[CH:9]=[C:8]([Cl:10])[CH:7]=[CH:6][C:3]=1[CH:4]=O.[N+:11]([CH2:14][CH3:15])([O-:13])=[O:12].C([O-])(=O)C.[NH4+]. The catalyst is C(O)(=O)C. The product is [Cl:1][C:2]1[CH:9]=[C:8]([Cl:10])[CH:7]=[CH:6][C:3]=1/[CH:4]=[C:14](/[N+:11]([O-:13])=[O:12])\[CH3:15]. The yield is 0.550. (5) The reactants are [F:1][C:2]1[C:7]([F:8])=[C:6]([F:9])[CH:5]=[CH:4][C:3]=1[CH2:10][C:11]([OH:13])=O.C(Cl)(=O)C(Cl)=O.[NH2:20][C:21](=[N:27]O)[C:22]([O:24][CH2:25][CH3:26])=[O:23].C(N(CC)C(C)C)(C)C. The catalyst is ClCCl.N1C=CC=CC=1.CN(C=O)C. The product is [F:1][C:2]1[C:7]([F:8])=[C:6]([F:9])[CH:5]=[CH:4][C:3]=1[CH2:10][C:11]1[O:13][N:27]=[C:21]([C:22]([O:24][CH2:25][CH3:26])=[O:23])[N:20]=1. The yield is 0.120. (6) The reactants are [Br:1]Br.[OH:3][C:4]1[CH:11]=[CH:10][C:7]([C:8]#[N:9])=[CH:6][C:5]=1[N+:12]([O-:14])=[O:13].C(O)(=O)C. The catalyst is O. The product is [Br:1][C:11]1[CH:10]=[C:7]([CH:6]=[C:5]([N+:12]([O-:14])=[O:13])[C:4]=1[OH:3])[C:8]#[N:9]. The yield is 0.700. (7) The catalyst is O. The yield is 0.740. The reactants are [C:1]1([N:7]2[C:12](=O)[CH2:11][C:10](=[O:14])[N:9]([C:15]3[CH:20]=[CH:19][CH:18]=[CH:17][CH:16]=3)[C:8]2=[O:21])[CH:6]=[CH:5][CH:4]=[CH:3][CH:2]=1.P(Cl)(Cl)([Cl:24])=O. The product is [Cl:24][C:12]1[N:7]([C:1]2[CH:6]=[CH:5][CH:4]=[CH:3][CH:2]=2)[C:8](=[O:21])[N:9]([C:15]2[CH:20]=[CH:19][CH:18]=[CH:17][CH:16]=2)[C:10](=[O:14])[CH:11]=1. (8) The reactants are [N:1]1[CH:6]=[CH:5][CH:4]=[CH:3][C:2]=1[C:7](=[S:9])[NH2:8].Br[CH2:11][C:12](=O)[C:13]([O:15][CH2:16][CH3:17])=[O:14]. The catalyst is C(O)C. The product is [N:1]1[CH:6]=[CH:5][CH:4]=[CH:3][C:2]=1[C:7]1[S:9][CH:11]=[C:12]([C:13]([O:15][CH2:16][CH3:17])=[O:14])[N:8]=1. The yield is 0.330. (9) The reactants are [CH2:1]([C:8]1[CH:9]=[N:10][C:11]2[C:16]([C:17]=1Br)=[CH:15][CH:14]=[CH:13][C:12]=2[C:19]([F:22])([F:21])[F:20])[C:2]1[CH:7]=[CH:6][CH:5]=[CH:4][CH:3]=1.[CH:23]([C:25]1[CH:26]=[C:27](B2OC(C)(C)C(C)(C)O2)[CH:28]=[N:29][CH:30]=1)=[O:24]. The catalyst is C(=O)([O-])[O-].[Na+].[Na+].C1(C)C=CC=CC=1.C(O)C.C1C=CC([P]([Pd]([P](C2C=CC=CC=2)(C2C=CC=CC=2)C2C=CC=CC=2)([P](C2C=CC=CC=2)(C2C=CC=CC=2)C2C=CC=CC=2)[P](C2C=CC=CC=2)(C2C=CC=CC=2)C2C=CC=CC=2)(C2C=CC=CC=2)C2C=CC=CC=2)=CC=1. The product is [CH2:1]([C:8]1[CH:9]=[N:10][C:11]2[C:16]([C:17]=1[C:27]1[CH:28]=[N:29][CH:30]=[C:25]([CH:26]=1)[CH:23]=[O:24])=[CH:15][CH:14]=[CH:13][C:12]=2[C:19]([F:22])([F:21])[F:20])[C:2]1[CH:7]=[CH:6][CH:5]=[CH:4][CH:3]=1. The yield is 0.310.